From a dataset of NCI-60 drug combinations with 297,098 pairs across 59 cell lines. Regression. Given two drug SMILES strings and cell line genomic features, predict the synergy score measuring deviation from expected non-interaction effect. (1) Drug 1: C1CCC(C(C1)N)N.C(=O)(C(=O)[O-])[O-].[Pt+4]. Drug 2: C(CCl)NC(=O)N(CCCl)N=O. Cell line: HOP-62. Synergy scores: CSS=7.58, Synergy_ZIP=-4.02, Synergy_Bliss=-4.72, Synergy_Loewe=-3.66, Synergy_HSA=-1.41. (2) Synergy scores: CSS=0.923, Synergy_ZIP=-3.49, Synergy_Bliss=-8.15, Synergy_Loewe=-5.59, Synergy_HSA=-6.89. Cell line: MDA-MB-435. Drug 1: C1CNP(=O)(OC1)N(CCCl)CCCl. Drug 2: C(CCl)NC(=O)N(CCCl)N=O. (3) Drug 2: CC1CCC2CC(C(=CC=CC=CC(CC(C(=O)C(C(C(=CC(C(=O)CC(OC(=O)C3CCCCN3C(=O)C(=O)C1(O2)O)C(C)CC4CCC(C(C4)OC)O)C)C)O)OC)C)C)C)OC. Drug 1: CCC1(CC2CC(C3=C(CCN(C2)C1)C4=CC=CC=C4N3)(C5=C(C=C6C(=C5)C78CCN9C7C(C=CC9)(C(C(C8N6C=O)(C(=O)OC)O)OC(=O)C)CC)OC)C(=O)OC)O.OS(=O)(=O)O. Synergy scores: CSS=5.32, Synergy_ZIP=-0.607, Synergy_Bliss=4.29, Synergy_Loewe=-2.62, Synergy_HSA=0.477. Cell line: MCF7. (4) Drug 1: CC1C(C(CC(O1)OC2CC(CC3=C2C(=C4C(=C3O)C(=O)C5=C(C4=O)C(=CC=C5)OC)O)(C(=O)C)O)N)O.Cl. Drug 2: CN(C(=O)NC(C=O)C(C(C(CO)O)O)O)N=O. Cell line: M14. Synergy scores: CSS=12.7, Synergy_ZIP=-2.34, Synergy_Bliss=0.216, Synergy_Loewe=-1.36, Synergy_HSA=0.220. (5) Drug 1: CC1OCC2C(O1)C(C(C(O2)OC3C4COC(=O)C4C(C5=CC6=C(C=C35)OCO6)C7=CC(=C(C(=C7)OC)O)OC)O)O. Drug 2: CC1=C(C=C(C=C1)C(=O)NC2=CC(=CC(=C2)C(F)(F)F)N3C=C(N=C3)C)NC4=NC=CC(=N4)C5=CN=CC=C5. Cell line: HOP-62. Synergy scores: CSS=38.3, Synergy_ZIP=-1.22, Synergy_Bliss=-2.68, Synergy_Loewe=-5.94, Synergy_HSA=-1.59. (6) Drug 1: COC1=NC(=NC2=C1N=CN2C3C(C(C(O3)CO)O)O)N. Drug 2: CNC(=O)C1=NC=CC(=C1)OC2=CC=C(C=C2)NC(=O)NC3=CC(=C(C=C3)Cl)C(F)(F)F. Cell line: SR. Synergy scores: CSS=0.948, Synergy_ZIP=2.22, Synergy_Bliss=4.77, Synergy_Loewe=-8.65, Synergy_HSA=-3.84. (7) Drug 1: CC12CCC(CC1=CCC3C2CCC4(C3CC=C4C5=CN=CC=C5)C)O. Drug 2: C1CCC(CC1)NC(=O)N(CCCl)N=O. Cell line: NCIH23. Synergy scores: CSS=7.86, Synergy_ZIP=-4.99, Synergy_Bliss=-0.895, Synergy_Loewe=-4.99, Synergy_HSA=-1.05.